Dataset: Forward reaction prediction with 1.9M reactions from USPTO patents (1976-2016). Task: Predict the product of the given reaction. (1) Given the reactants C(OC([N:8]1[CH2:11][CH:10]([C:12]2[C:17]([O:18][C:19]3[CH:24]=[CH:23][CH:22]=[CH:21][C:20]=3[O:25][CH3:26])=[N:16][CH:15]=[CH:14][N:13]=2)[CH2:9]1)=O)(C)(C)C.[ClH:27].CO, predict the reaction product. The product is: [ClH:27].[NH:8]1[CH2:9][CH:10]([C:12]2[C:17]([O:18][C:19]3[CH:24]=[CH:23][CH:22]=[CH:21][C:20]=3[O:25][CH3:26])=[N:16][CH:15]=[CH:14][N:13]=2)[CH2:11]1. (2) Given the reactants [F:1][C:2]1[N:7]=[C:6]([O:8][C:9]2[CH:16]=[CH:15][C:12]([CH:13]=[O:14])=[CH:11][C:10]=2[O:17][CH3:18])[CH:5]=[CH:4][CH:3]=1.[F:19][C:20]([Si](C)(C)C)([F:22])[F:21].CCCC[N+](CCCC)(CCCC)CCCC.[F-].Cl, predict the reaction product. The product is: [F:19][C:20]([F:22])([F:21])[CH:13]([C:12]1[CH:15]=[CH:16][C:9]([O:8][C:6]2[CH:5]=[CH:4][CH:3]=[C:2]([F:1])[N:7]=2)=[C:10]([O:17][CH3:18])[CH:11]=1)[OH:14]. (3) The product is: [Br:1][C:2]1[CH:7]=[CH:6][C:5]([O:8][C:10]2[CH:15]=[CH:14][CH:13]=[CH:12][CH:11]=2)=[C:4]([CH3:9])[CH:3]=1. Given the reactants [Br:1][C:2]1[CH:7]=[CH:6][C:5]([OH:8])=[C:4]([CH3:9])[CH:3]=1.[C:10]1(B(O)O)[CH:15]=[CH:14][CH:13]=[CH:12][CH:11]=1.BrC1C=CC(OC2C=CC=CC=2)=C(Cl)C=1.CO[C@@H]1[C@@H](C(OC)=O)[C@@H]2[C@@H](CN3[C@H](C2)C2NC4C=C(OC)C=CC=4C=2CC3)C[C@H]1OC(C1C=C(OC)C(OC)=C(OC)C=1)=O, predict the reaction product.